From a dataset of NCI-60 drug combinations with 297,098 pairs across 59 cell lines. Regression. Given two drug SMILES strings and cell line genomic features, predict the synergy score measuring deviation from expected non-interaction effect. (1) Drug 1: CCC1(CC2CC(C3=C(CCN(C2)C1)C4=CC=CC=C4N3)(C5=C(C=C6C(=C5)C78CCN9C7C(C=CC9)(C(C(C8N6C=O)(C(=O)OC)O)OC(=O)C)CC)OC)C(=O)OC)O.OS(=O)(=O)O. Drug 2: C1CN1C2=NC(=NC(=N2)N3CC3)N4CC4. Cell line: U251. Synergy scores: CSS=34.3, Synergy_ZIP=2.41, Synergy_Bliss=-0.0701, Synergy_Loewe=-3.32, Synergy_HSA=-1.91. (2) Drug 1: COC1=NC(=NC2=C1N=CN2C3C(C(C(O3)CO)O)O)N. Drug 2: CC1=C2C(C(=O)C3(C(CC4C(C3C(C(C2(C)C)(CC1OC(=O)C(C(C5=CC=CC=C5)NC(=O)C6=CC=CC=C6)O)O)OC(=O)C7=CC=CC=C7)(CO4)OC(=O)C)O)C)OC(=O)C. Cell line: SNB-75. Synergy scores: CSS=-0.616, Synergy_ZIP=-1.15, Synergy_Bliss=-2.69, Synergy_Loewe=-15.0, Synergy_HSA=-5.99. (3) Drug 1: C1CC(=O)NC(=O)C1N2CC3=C(C2=O)C=CC=C3N. Drug 2: CC(C)(C#N)C1=CC(=CC(=C1)CN2C=NC=N2)C(C)(C)C#N. Cell line: CAKI-1. Synergy scores: CSS=4.78, Synergy_ZIP=3.42, Synergy_Bliss=-0.844, Synergy_Loewe=1.01, Synergy_HSA=1.27. (4) Cell line: HCC-2998. Drug 2: C1=NC(=NC(=O)N1C2C(C(C(O2)CO)O)O)N. Synergy scores: CSS=15.2, Synergy_ZIP=-1.28, Synergy_Bliss=2.22, Synergy_Loewe=-14.0, Synergy_HSA=-1.61. Drug 1: CC12CCC3C(C1CCC2O)C(CC4=C3C=CC(=C4)O)CCCCCCCCCS(=O)CCCC(C(F)(F)F)(F)F. (5) Drug 1: CCC1=CC2CC(C3=C(CN(C2)C1)C4=CC=CC=C4N3)(C5=C(C=C6C(=C5)C78CCN9C7C(C=CC9)(C(C(C8N6C)(C(=O)OC)O)OC(=O)C)CC)OC)C(=O)OC.C(C(C(=O)O)O)(C(=O)O)O. Drug 2: CC(C)NC(=O)C1=CC=C(C=C1)CNNC.Cl. Cell line: SNB-19. Synergy scores: CSS=22.0, Synergy_ZIP=0.0489, Synergy_Bliss=0.461, Synergy_Loewe=-42.3, Synergy_HSA=-0.109. (6) Drug 1: CC=C1C(=O)NC(C(=O)OC2CC(=O)NC(C(=O)NC(CSSCCC=C2)C(=O)N1)C(C)C)C(C)C. Drug 2: C1CCC(C(C1)N)N.C(=O)(C(=O)[O-])[O-].[Pt+4]. Cell line: IGROV1. Synergy scores: CSS=56.4, Synergy_ZIP=-1.20, Synergy_Bliss=1.51, Synergy_Loewe=2.44, Synergy_HSA=4.95. (7) Drug 1: C1CCN(CC1)CCOC2=CC=C(C=C2)C(=O)C3=C(SC4=C3C=CC(=C4)O)C5=CC=C(C=C5)O. Drug 2: CS(=O)(=O)CCNCC1=CC=C(O1)C2=CC3=C(C=C2)N=CN=C3NC4=CC(=C(C=C4)OCC5=CC(=CC=C5)F)Cl. Cell line: HCT116. Synergy scores: CSS=-3.59, Synergy_ZIP=4.34, Synergy_Bliss=2.62, Synergy_Loewe=-3.40, Synergy_HSA=-2.92.